Dataset: Reaction yield outcomes from USPTO patents with 853,638 reactions. Task: Predict the reaction yield, written as a fraction of the theoretical maximum amount of product (1.0 means a 100% yield; for example, 0.34 means a 34% yield). (1) The reactants are [CH3:1][C:2]1[S:3][CH:4]=[C:5]([CH:7]2[CH2:12][CH2:11][CH2:10][CH2:9][CH:8]2[C:13]([O:15][CH3:16])=[O:14])[N:6]=1.C1C(=O)N([Br:24])C(=O)C1. The catalyst is C(Cl)(Cl)Cl. The product is [Br:24][C:4]1[S:3][C:2]([CH3:1])=[N:6][C:5]=1[CH:7]1[CH2:12][CH2:11][CH2:10][CH2:9][CH:8]1[C:13]([O:15][CH3:16])=[O:14]. The yield is 0.627. (2) The reactants are [H-].[Na+].[CH3:3][N:4]1[CH:8]=[N:7][C:6]([C:9]([O-:11])=[O:10])=[N:5]1.[CH3:12][Si:13]([CH2:16][CH2:17][O:18]CCl)([CH3:15])[CH3:14].[CH3:21]N(C=O)C. No catalyst specified. The product is [CH3:21][O:10][C:9]([C:6]1[N:7]=[CH:8][N:4]([CH2:3][O:18][CH2:17][CH2:16][Si:13]([CH3:15])([CH3:14])[CH3:12])[N:5]=1)=[O:11]. The yield is 0.410. (3) The reactants are [N+:1]([C:4]1[CH:22]=[CH:21][C:7]([O:8][CH2:9][C:10]2[O:14][N:13]=[C:12]([C:15]3[CH:20]=[CH:19][CH:18]=[CH:17][CH:16]=3)[N:11]=2)=[CH:6][CH:5]=1)([O-])=O.S(S([O-])=O)([O-])=O.[Na+].[Na+].C([O-])([O-])=O.[K+].[K+]. The catalyst is CO.C(Cl)Cl. The product is [NH2:1][C:4]1[CH:22]=[CH:21][C:7]([O:8][CH2:9][C:10]2[O:14][N:13]=[C:12]([C:15]3[CH:20]=[CH:19][CH:18]=[CH:17][CH:16]=3)[N:11]=2)=[CH:6][CH:5]=1. The yield is 0.510.